This data is from Catalyst prediction with 721,799 reactions and 888 catalyst types from USPTO. The task is: Predict which catalyst facilitates the given reaction. (1) Reactant: Br[C:2]1[C:3]([C:24]#[N:25])=[CH:4][CH:5]=[C:6]2[C:14]=1[NH:13][C:12]1[C:11]([CH3:16])([CH3:15])[C:10]3[CH:17]=[C:18]([O:21]C)[CH:19]=[CH:20][C:9]=3[C:8](=[O:23])[C:7]2=1.Cl.N1C=CC=CC=1. Product: [OH:21][C:18]1[CH:19]=[CH:20][C:9]2[C:8](=[O:23])[C:7]3[C:6]4[C:14](=[CH:2][C:3]([C:24]#[N:25])=[CH:4][CH:5]=4)[NH:13][C:12]=3[C:11]([CH3:15])([CH3:16])[C:10]=2[CH:17]=1. The catalyst class is: 6. (2) Reactant: Br[C:2]1[CH:7]=[CH:6][C:5]([O:8][CH3:9])=[CH:4][C:3]=1[CH2:10][CH2:11][O:12][CH:13]1[CH2:18][CH2:17][CH2:16][CH2:15][O:14]1.C([Li])CCC.[Cl-].[Ce+3].[Cl-].[Cl-].[F:28][C:29]([F:34])([F:33])[C:30](=[O:32])[CH3:31]. Product: [F:28][C:29]([F:34])([F:33])[C:30]([C:2]1[CH:7]=[CH:6][C:5]([O:8][CH3:9])=[CH:4][C:3]=1[CH2:10][CH2:11][O:12][CH:13]1[CH2:18][CH2:17][CH2:16][CH2:15][O:14]1)([OH:32])[CH3:31]. The catalyst class is: 7.